Dataset: Reaction yield outcomes from USPTO patents with 853,638 reactions. Task: Predict the reaction yield, written as a fraction of the theoretical maximum amount of product (1.0 means a 100% yield; for example, 0.34 means a 34% yield). The reactants are [CH3:1][N:2]([S:17]([CH3:20])(=[O:19])=[O:18])[C:3]1[CH:4]=[C:5]([C:13]([O:15][CH3:16])=[O:14])[CH:6]=[C:7]([CH:12]=1)[C:8]([O:10]C)=[O:9].[OH-].[K+].CO.Cl. The catalyst is O1CCCC1. The product is [CH3:16][O:15][C:13]([C:5]1[CH:6]=[C:7]([CH:12]=[C:3]([N:2]([CH3:1])[S:17]([CH3:20])(=[O:19])=[O:18])[CH:4]=1)[C:8]([OH:10])=[O:9])=[O:14]. The yield is 0.950.